This data is from Forward reaction prediction with 1.9M reactions from USPTO patents (1976-2016). The task is: Predict the product of the given reaction. (1) The product is: [OH:3][C:2]1[C:4]([C:6]2[CH:11]=[CH:10][CH:9]=[CH:8][CH:7]=2)=[C:18]([C:19]([OH:21])=[O:20])[C:12]2[C:17](=[CH:16][CH:15]=[CH:14][CH:13]=2)[N:1]=1. Given the reactants [NH:1]1[C:11]2[C:6](=[CH:7][CH:8]=[CH:9][CH:10]=2)[C:4](=O)[C:2]1=[O:3].[C:12]1([CH2:18][C:19]([OH:21])=[O:20])[CH:17]=[CH:16][CH:15]=[CH:14][CH:13]=1, predict the reaction product. (2) Given the reactants C(Cl)(=O)C(Cl)=O.CS(C)=O.[CH2:11]([CH:15]([CH2:18][CH:19]=[CH2:20])[CH2:16][OH:17])[CH:12]([CH3:14])[CH3:13].[Cl-].[NH4+], predict the reaction product. The product is: [CH2:11]([CH:15]([CH2:18][CH:19]=[CH2:20])[CH:16]=[O:17])[CH:12]([CH3:14])[CH3:13]. (3) Given the reactants [CH3:1][S:2]([N:5]1[CH2:10][CH2:9][N:8](C(OC(C)(C)C)=O)[CH2:7][CH2:6]1)(=[O:4])=[O:3].C(O)(C(F)(F)F)=O, predict the reaction product. The product is: [CH3:1][S:2]([N:5]1[CH2:10][CH2:9][NH:8][CH2:7][CH2:6]1)(=[O:4])=[O:3]. (4) Given the reactants O[CH2:2][C:3]1[C:12]2[O:11][CH2:10][CH2:9][O:8][C:7]=2[CH:6]=[CH:5][CH:4]=1.S(Cl)(Cl)=O.[C-]#N.[Na+].[OH-:20].[Na+].[CH2:22]([OH:24])C, predict the reaction product. The product is: [O:8]1[C:7]2[CH:6]=[CH:5][CH:4]=[C:3]([CH2:2][C:22]([OH:24])=[O:20])[C:12]=2[O:11][CH2:10][CH2:9]1.